From a dataset of NCI-60 drug combinations with 297,098 pairs across 59 cell lines. Regression. Given two drug SMILES strings and cell line genomic features, predict the synergy score measuring deviation from expected non-interaction effect. (1) Drug 1: CC1CCC2CC(C(=CC=CC=CC(CC(C(=O)C(C(C(=CC(C(=O)CC(OC(=O)C3CCCCN3C(=O)C(=O)C1(O2)O)C(C)CC4CCC(C(C4)OC)OCCO)C)C)O)OC)C)C)C)OC. Drug 2: N.N.Cl[Pt+2]Cl. Cell line: CAKI-1. Synergy scores: CSS=35.4, Synergy_ZIP=-9.24, Synergy_Bliss=0.0417, Synergy_Loewe=-0.578, Synergy_HSA=-0.00359. (2) Drug 1: CC1=C(C(=CC=C1)Cl)NC(=O)C2=CN=C(S2)NC3=CC(=NC(=N3)C)N4CCN(CC4)CCO. Drug 2: CNC(=O)C1=NC=CC(=C1)OC2=CC=C(C=C2)NC(=O)NC3=CC(=C(C=C3)Cl)C(F)(F)F. Cell line: MOLT-4. Synergy scores: CSS=2.84, Synergy_ZIP=-0.117, Synergy_Bliss=2.63, Synergy_Loewe=-57.7, Synergy_HSA=-4.23. (3) Drug 1: CCC(=C(C1=CC=CC=C1)C2=CC=C(C=C2)OCCN(C)C)C3=CC=CC=C3.C(C(=O)O)C(CC(=O)O)(C(=O)O)O. Drug 2: CC1=C(C=C(C=C1)C(=O)NC2=CC(=CC(=C2)C(F)(F)F)N3C=C(N=C3)C)NC4=NC=CC(=N4)C5=CN=CC=C5. Cell line: SNB-75. Synergy scores: CSS=-2.79, Synergy_ZIP=1.23, Synergy_Bliss=-1.14, Synergy_Loewe=-0.385, Synergy_HSA=-2.92. (4) Drug 1: CCC1=CC2CC(C3=C(CN(C2)C1)C4=CC=CC=C4N3)(C5=C(C=C6C(=C5)C78CCN9C7C(C=CC9)(C(C(C8N6C)(C(=O)OC)O)OC(=O)C)CC)OC)C(=O)OC.C(C(C(=O)O)O)(C(=O)O)O. Drug 2: C1=NC2=C(N1)C(=S)N=CN2. Cell line: OVCAR-5. Synergy scores: CSS=47.9, Synergy_ZIP=-5.47, Synergy_Bliss=-4.10, Synergy_Loewe=-22.5, Synergy_HSA=-2.39. (5) Drug 1: COC1=C(C=C2C(=C1)N=CN=C2NC3=CC(=C(C=C3)F)Cl)OCCCN4CCOCC4. Drug 2: CC1CCC2CC(C(=CC=CC=CC(CC(C(=O)C(C(C(=CC(C(=O)CC(OC(=O)C3CCCCN3C(=O)C(=O)C1(O2)O)C(C)CC4CCC(C(C4)OC)O)C)C)O)OC)C)C)C)OC. Cell line: SW-620. Synergy scores: CSS=13.0, Synergy_ZIP=-5.01, Synergy_Bliss=-1.60, Synergy_Loewe=0.658, Synergy_HSA=1.61. (6) Drug 1: C(=O)(N)NO. Drug 2: CC(C)(C#N)C1=CC(=CC(=C1)CN2C=NC=N2)C(C)(C)C#N. Cell line: KM12. Synergy scores: CSS=2.11, Synergy_ZIP=2.63, Synergy_Bliss=7.64, Synergy_Loewe=1.07, Synergy_HSA=2.07.